From a dataset of NCI-60 drug combinations with 297,098 pairs across 59 cell lines. Regression. Given two drug SMILES strings and cell line genomic features, predict the synergy score measuring deviation from expected non-interaction effect. (1) Drug 1: C1=CC(=CC=C1CC(C(=O)O)N)N(CCCl)CCCl.Cl. Drug 2: C1CC(C1)(C(=O)O)C(=O)O.[NH2-].[NH2-].[Pt+2]. Cell line: NCI-H322M. Synergy scores: CSS=-1.66, Synergy_ZIP=0.274, Synergy_Bliss=0.831, Synergy_Loewe=-3.87, Synergy_HSA=-2.95. (2) Drug 1: CC1C(C(CC(O1)OC2CC(CC3=C2C(=C4C(=C3O)C(=O)C5=C(C4=O)C(=CC=C5)OC)O)(C(=O)C)O)N)O.Cl. Drug 2: C1=NC2=C(N1)C(=S)N=C(N2)N. Cell line: HT29. Synergy scores: CSS=65.1, Synergy_ZIP=2.31, Synergy_Bliss=-1.03, Synergy_Loewe=3.15, Synergy_HSA=3.85.